Dataset: Reaction yield outcomes from USPTO patents with 853,638 reactions. Task: Predict the reaction yield, written as a fraction of the theoretical maximum amount of product (1.0 means a 100% yield; for example, 0.34 means a 34% yield). (1) The reactants are [S:1]1[CH:5]=[CH:4][C:3]([CH2:6][C:7]([OH:9])=O)=[CH:2]1.[CH3:10][O:11][NH:12][CH3:13].CCN=C=NCCCN(C)C.C1C=CC2N(O)N=NC=2C=1. The catalyst is C(Cl)Cl. The product is [CH3:10][O:11][N:12]([CH3:13])[C:7](=[O:9])[CH2:6][C:3]1[CH:4]=[CH:5][S:1][CH:2]=1. The yield is 0.766. (2) The reactants are [Cl:1][C:2]1[C:7]([C:8]([OH:10])=O)=[CH:6][N:5]=[CH:4][CH:3]=1.[NH2:11][CH2:12][CH2:13][CH2:14][N:15]1[CH2:20][CH2:19][O:18][CH2:17][CH2:16]1.C1N(P(Cl)(N2C(=O)OCC2)=O)C(=O)OC1.C(N(CC)CC)C. The catalyst is ClCCl. The product is [Cl:1][C:2]1[C:7]([C:8]([NH:11][CH2:12][CH2:13][CH2:14][N:15]2[CH2:20][CH2:19][O:18][CH2:17][CH2:16]2)=[O:10])=[CH:6][N:5]=[CH:4][CH:3]=1. The yield is 0.580. (3) The reactants are [Br:1][C:2]1[S:6][C:5]([C:7](Cl)=[O:8])=[CH:4][CH:3]=1.[CH3:10][NH:11][C:12]1[CH:17]=[CH:16][CH:15]=[CH:14][CH:13]=1.C(N(CC)CC)C. No catalyst specified. The product is [Br:1][C:2]1[S:6][C:5]([C:7]([N:11]([CH3:10])[C:12]2[CH:17]=[CH:16][CH:15]=[CH:14][CH:13]=2)=[O:8])=[CH:4][CH:3]=1. The yield is 0.990. (4) The reactants are Cl[C:2]1[N:3]=[N:4][C:5]([N:10]2[CH2:15][CH2:14][N:13]([C:16]3[CH:21]=[CH:20][C:19]([C:22]([F:25])([F:24])[F:23])=[CH:18][N:17]=3)[CH2:12][CH2:11]2)=[C:6]([CH3:9])[C:7]=1[CH3:8].[C:26](#[N:28])[CH3:27].[Li+].C[Si]([N-][Si](C)(C)C)(C)C. The catalyst is C1(C)C=CC=CC=1. The product is [CH3:8][C:7]1[C:6]([CH3:9])=[C:5]([N:10]2[CH2:15][CH2:14][N:13]([C:16]3[CH:21]=[CH:20][C:19]([C:22]([F:25])([F:24])[F:23])=[CH:18][N:17]=3)[CH2:12][CH2:11]2)[N:4]=[N:3][C:2]=1[CH2:27][C:26]#[N:28]. The yield is 0.500. (5) The reactants are [CH3:1][O:2][CH2:3][O:4][C:5]1[CH:10]=[C:9]([O:11][CH2:12][O:13][CH3:14])[CH:8]=[CH:7][C:6]=1[C:15]1[CH2:24][CH2:23][C:18]2([O:22][CH2:21][CH2:20][O:19]2)[CH2:17][CH:16]=1. The catalyst is [Pd]. The product is [CH3:1][O:2][CH2:3][O:4][C:5]1[CH:10]=[C:9]([O:11][CH2:12][O:13][CH3:14])[CH:8]=[CH:7][C:6]=1[CH:15]1[CH2:24][CH2:23][C:18]2([O:19][CH2:20][CH2:21][O:22]2)[CH2:17][CH2:16]1. The yield is 1.00. (6) The reactants are [NH2:1][CH2:2][C:3]1[C:4]([NH:19][C@H:20]([C:22]2[CH:27]=[CH:26][C:25]([F:28])=[CH:24][CH:23]=2)[CH3:21])=[N:5][C:6]([NH:10][C:11]2[CH:15]=[C:14]([CH:16]3[CH2:18][CH2:17]3)[NH:13][N:12]=2)=[C:7]([F:9])[CH:8]=1.CN(C(ON1N=NC2C=CC=CC1=2)=[N+](C)C)C.F[P-](F)(F)(F)(F)F.[O:53]=[C:54]1[NH:58][C@@H:57]([C:59](O)=[O:60])[CH2:56][CH2:55]1.CCN(C(C)C)C(C)C. The catalyst is CN(C=O)C.C(Cl)Cl. The product is [CH:16]1([C:14]2[NH:13][N:12]=[C:11]([NH:10][C:6]3[N:5]=[C:4]([NH:19][C@H:20]([C:22]4[CH:23]=[CH:24][C:25]([F:28])=[CH:26][CH:27]=4)[CH3:21])[C:3]([CH2:2][NH:1][C:59]([C@H:57]4[CH2:56][CH2:55][C:54](=[O:53])[NH:58]4)=[O:60])=[CH:8][C:7]=3[F:9])[CH:15]=2)[CH2:18][CH2:17]1. The yield is 0.430.